This data is from Catalyst prediction with 721,799 reactions and 888 catalyst types from USPTO. The task is: Predict which catalyst facilitates the given reaction. (1) Reactant: F[C:2]1[CH:7]=[CH:6][CH:5]=[C:4]([O:8][C:9]2[CH:14]=[CH:13][CH:12]=[CH:11][CH:10]=2)[CH:3]=1.[CH:15]1[C:27]2[N:26]([C:28]3[CH:33]=[CH:32][C:31]([C:34]4[CH:39]=[CH:38][C:37]([OH:40])=[CH:36][CH:35]=4)=[CH:30][CH:29]=3)[C:25]3[C:20](=[CH:21][CH:22]=[CH:23][CH:24]=3)[C:19]=2[CH:18]=[CH:17][CH:16]=1.C(=O)([O-])[O-].[K+].[K+].C(=O)([O-])[O-].[Cs+].[Cs+]. Product: [O:8]([C:4]1[CH:3]=[C:2]([CH:7]=[CH:6][CH:5]=1)[O:40][C:37]1[CH:36]=[CH:35][C:34]([C:31]2[CH:32]=[CH:33][C:28]([N:26]3[C:25]4[CH:24]=[CH:23][CH:22]=[CH:21][C:20]=4[C:19]4[C:27]3=[CH:15][CH:16]=[CH:17][CH:18]=4)=[CH:29][CH:30]=2)=[CH:39][CH:38]=1)[C:9]1[CH:10]=[CH:11][CH:12]=[CH:13][CH:14]=1. The catalyst class is: 37. (2) Reactant: C([O:3][C:4](=[O:39])[CH2:5][O:6][C:7]1[CH:8]=[C:9]2[C:13](=[C:14]([N:16]([CH3:26])[S:17]([C:20]3[CH:25]=[CH:24][CH:23]=[CH:22][N:21]=3)(=[O:19])=[O:18])[CH:15]=1)[NH:12][C:11]([C:27]1[S:28][CH:29]([CH2:32][N:33]3[CH2:38][CH2:37][S:36][CH2:35][CH2:34]3)[CH2:30][N:31]=1)=[CH:10]2)C.[OH-].[Na+]. Product: [CH3:26][N:16]([S:17]([C:20]1[CH:25]=[CH:24][CH:23]=[CH:22][N:21]=1)(=[O:19])=[O:18])[C:14]1[CH:15]=[C:7]([O:6][CH2:5][C:4]([OH:39])=[O:3])[CH:8]=[C:9]2[C:13]=1[NH:12][C:11]([C:27]1[S:28][CH:29]([CH2:32][N:33]3[CH2:38][CH2:37][S:36][CH2:35][CH2:34]3)[CH2:30][N:31]=1)=[CH:10]2. The catalyst class is: 214. (3) Reactant: [Br:1][C:2]1[S:6][C:5]2[CH:7]=[C:8]([OH:11])[CH:9]=[CH:10][C:4]=2[C:3]=1[Br:12].[H-].[Na+].[CH2:15](Br)[C:16]1[CH:21]=[CH:20][CH:19]=[CH:18][CH:17]=1.O. Product: [CH2:15]([O:11][C:8]1[CH:9]=[CH:10][C:4]2[C:3]([Br:12])=[C:2]([Br:1])[S:6][C:5]=2[CH:7]=1)[C:16]1[CH:21]=[CH:20][CH:19]=[CH:18][CH:17]=1. The catalyst class is: 39. (4) Reactant: [CH:1]1[CH:6]=[CH:5][CH:4]=[CH:3][CH:2]=1.[Cl-].[Al+3].[Cl-].[Cl-].[C:11](Cl)(=[O:18])[C:12]1[CH:17]=[CH:16][CH:15]=[CH:14][CH:13]=1. Product: [C:11]([C:12]1[CH:17]=[CH:16][CH:15]=[CH:14][CH:13]=1)(=[O:18])[C:1]1[CH:6]=[CH:5][CH:4]=[CH:3][CH:2]=1. The catalyst class is: 4. (5) Reactant: [NH2:1][CH2:2][CH2:3][O:4][C:5]1[CH:10]=[CH:9][C:8]([C:11]2[CH:12]=[C:13]3[C:18](=[CH:19][CH:20]=2)[N:17]=[C:16]([C:21]2[CH:22]=[N:23][CH:24]=[CH:25][CH:26]=2)[N:15]=[C:14]3[NH:27][CH3:28])=[CH:7][CH:6]=1.C(N(CC)CC)C.[C:36](OC(=O)C)(=[O:38])[CH3:37].O. Product: [CH3:28][NH:27][C:14]1[C:13]2[C:18](=[CH:19][CH:20]=[C:11]([C:8]3[CH:7]=[CH:6][C:5]([O:4][CH2:3][CH2:2][NH:1][C:36](=[O:38])[CH3:37])=[CH:10][CH:9]=3)[CH:12]=2)[N:17]=[C:16]([C:21]2[CH:22]=[N:23][CH:24]=[CH:25][CH:26]=2)[N:15]=1. The catalyst class is: 2. (6) Product: [C:15]([O:1][C:2]1[CH:11]=[C:10]2[C:5]([C:6](=[O:12])[NH:7][CH:8]=[N:9]2)=[CH:4][C:3]=1[O:13][CH3:14])(=[O:17])[CH3:16]. The catalyst class is: 17. Reactant: [OH:1][C:2]1[CH:11]=[C:10]2[C:5]([C:6](=[O:12])[NH:7][CH:8]=[N:9]2)=[CH:4][C:3]=1[O:13][CH3:14].[C:15](OC(=O)C)(=[O:17])[CH3:16].